Task: Predict the reactants needed to synthesize the given product.. Dataset: Full USPTO retrosynthesis dataset with 1.9M reactions from patents (1976-2016) (1) Given the product [NH2:7][CH2:8][CH2:9][NH:10][C:11]([CH:13]1[CH2:14][CH2:15][N:16]([C:19]2[C:28]3[C:23](=[CH:24][N:25]=[CH:26][CH:27]=3)[CH:22]=[C:21]([C:29]3[CH:34]=[CH:33][N:32]=[C:31]([Cl:35])[CH:30]=3)[N:20]=2)[CH2:17][CH2:18]1)=[O:12], predict the reactants needed to synthesize it. The reactants are: C(OC(=O)[NH:7][CH2:8][CH2:9][NH:10][C:11]([CH:13]1[CH2:18][CH2:17][N:16]([C:19]2[C:28]3[C:23](=[CH:24][N:25]=[CH:26][CH:27]=3)[CH:22]=[C:21]([C:29]3[CH:34]=[CH:33][N:32]=[C:31]([Cl:35])[CH:30]=3)[N:20]=2)[CH2:15][CH2:14]1)=[O:12])(C)(C)C.C(O)(C(F)(F)F)=O. (2) Given the product [C:7]([CH2:6][C:5]1[CH:9]=[CH:10][C:2]([NH:1][C:26](=[O:27])[C:25]2[CH:29]=[CH:30][C:22]([CH:20]=[O:21])=[CH:23][CH:24]=2)=[CH:3][CH:4]=1)#[N:8], predict the reactants needed to synthesize it. The reactants are: [NH2:1][C:2]1[CH:10]=[CH:9][C:5]([CH2:6][C:7]#[N:8])=[CH:4][CH:3]=1.C(N(CC)C(C)C)(C)C.[CH:20]([C:22]1[CH:30]=[CH:29][C:25]([C:26](Cl)=[O:27])=[CH:24][CH:23]=1)=[O:21]. (3) Given the product [NH2:1][C:4]1[C:5]([C:11]#[N:12])=[N:6][C:7]([F:10])=[CH:8][N:9]=1, predict the reactants needed to synthesize it. The reactants are: [N:1]([C:4]1[C:5]([C:11]#[N:12])=[N:6][C:7]([F:10])=[CH:8][N:9]=1)=[N+]=[N-].[H][H]. (4) The reactants are: [Br:1][C:2]1[C:7](=[O:8])[N:6]([CH2:9][C:10]([O:12]CC)=[O:11])[N:5]=[CH:4][C:3]=1[NH2:15].[H-].[Na+].[C:18]12([C:28](Cl)=[O:29])[CH2:27][CH:22]3[CH2:23][CH:24]([CH2:26][CH:20]([CH2:21]3)[CH2:19]1)[CH2:25]2.O. Given the product [Br:1][C:2]1[C:7](=[O:8])[N:6]([CH2:9][C:10]([OH:12])=[O:11])[N:5]=[CH:4][C:3]=1[NH:15][C:28]([C:18]12[CH2:27][CH:22]3[CH2:21][CH:20]([CH2:26][CH:24]([CH2:23]3)[CH2:25]1)[CH2:19]2)=[O:29], predict the reactants needed to synthesize it. (5) Given the product [ClH:46].[CH2:1]([O:8][C:9]([C:11]1[N:12]=[C:13]([C:42]([F:44])([F:45])[F:43])[N:14]2[CH2:19][CH2:18][N:17]([C:20](=[O:41])[CH2:21][C@H:22]([NH2:33])[CH2:23][C:24]3[CH:29]=[C:28]([F:30])[C:27]([F:31])=[CH:26][C:25]=3[F:32])[CH2:16][C:15]=12)=[O:10])[C:2]1[CH:3]=[CH:4][CH:5]=[CH:6][CH:7]=1, predict the reactants needed to synthesize it. The reactants are: [CH2:1]([O:8][C:9]([C:11]1[N:12]=[C:13]([C:42]([F:45])([F:44])[F:43])[N:14]2[CH2:19][CH2:18][N:17]([C:20](=[O:41])[CH2:21][C@H:22]([NH:33]C(OC(C)(C)C)=O)[CH2:23][C:24]3[CH:29]=[C:28]([F:30])[C:27]([F:31])=[CH:26][C:25]=3[F:32])[CH2:16][C:15]=12)=[O:10])[C:2]1[CH:7]=[CH:6][CH:5]=[CH:4][CH:3]=1.[ClH:46]. (6) Given the product [F:46][C:38]1[C:39]([CH2:43][CH2:44][OH:45])=[CH:40][CH:41]=[CH:42][C:37]=1[CH2:36][N:33]1[CH2:34][CH2:35][C:30]2([O:25][CH2:26][CH2:27][N:28]([C:55]([C:53]3[S:54][C:50]([CH:47]([CH3:49])[CH3:48])=[CH:51][CH:52]=3)=[O:56])[CH2:29]2)[CH2:31][CH2:32]1, predict the reactants needed to synthesize it. The reactants are: F[P-](F)(F)(F)(F)F.N1(OC(N(C)C)=[N+](C)C)C2N=CC=CC=2N=N1.[O:25]1[C:30]2([CH2:35][CH2:34][N:33]([CH2:36][C:37]3[C:38]([F:46])=[C:39]([CH2:43][CH2:44][OH:45])[CH:40]=[CH:41][CH:42]=3)[CH2:32][CH2:31]2)[CH2:29][NH:28][CH2:27][CH2:26]1.[CH:47]([C:50]1[S:54][C:53]([C:55](O)=[O:56])=[CH:52][CH:51]=1)([CH3:49])[CH3:48].C(N(CC)CC)C. (7) The reactants are: [Br:1][C:2]1[CH:14]=[N:13][C:12]2[C:11]3[CH:10]=[CH:9][C:8]([S:15]([CH3:18])(=[O:17])=[O:16])=[CH:7][C:6]=3[NH:5][C:4]=2[CH:3]=1.C(=O)([O-])[O-].[Cs+].[Cs+].CS(O[C@@H:30]([C:37]1[CH:42]=[CH:41][CH:40]=[CH:39][CH:38]=1)[CH:31]1[CH2:36][CH2:35][O:34][CH2:33][CH2:32]1)(=O)=O. Given the product [Br:1][C:2]1[CH:14]=[N:13][C:12]2[C:11]3[CH:10]=[CH:9][C:8]([S:15]([CH3:18])(=[O:17])=[O:16])=[CH:7][C:6]=3[N:5]([C@H:30]([C:37]3[CH:42]=[CH:41][CH:40]=[CH:39][CH:38]=3)[CH:31]3[CH2:32][CH2:33][O:34][CH2:35][CH2:36]3)[C:4]=2[CH:3]=1, predict the reactants needed to synthesize it. (8) Given the product [F:21][C:2]([F:1])([F:20])[CH2:3][O:4][C:5]1[N:6]=[CH:7][C:8]([CH2:9][OH:10])=[CH:14][C:15]=1[C:16]([F:19])([F:17])[F:18], predict the reactants needed to synthesize it. The reactants are: [F:1][C:2]([F:21])([F:20])[CH2:3][O:4][C:5]1[C:15]([C:16]([F:19])([F:18])[F:17])=[CH:14][C:8]([C:9](OCC)=[O:10])=[CH:7][N:6]=1.[BH4-].[Na+].[Cl-].[Li+].C(O)C.